Dataset: Full USPTO retrosynthesis dataset with 1.9M reactions from patents (1976-2016). Task: Predict the reactants needed to synthesize the given product. (1) Given the product [I:1][C:2]1[CH:7]=[CH:6][C:5]2[C:8]3[CH2:13][CH2:12][NH:11][CH:10]([CH3:15])[C:9]=3[O:14][C:4]=2[CH:3]=1, predict the reactants needed to synthesize it. The reactants are: [I:1][C:2]1[CH:7]=[CH:6][C:5]2[C:8]3[CH2:13][CH2:12][NH:11][CH2:10][C:9]=3[O:14][C:4]=2[CH:3]=1.[CH:15](=O)C. (2) Given the product [OH:7][CH2:8][CH2:9][CH2:10][N:11]1[CH:12]=[CH:13][C:14](=[O:17])[CH:15]=[CH:16]1, predict the reactants needed to synthesize it. The reactants are: O1CCCCC1[O:7][CH2:8][CH2:9][CH2:10][N:11]1[CH:16]=[CH:15][C:14](=[O:17])[CH:13]=[CH:12]1. (3) Given the product [Cl:28][C:29]1[CH:34]=[CH:33][C:32]([C:35]2[N:36]=[C:37]3[CH:42]=[CH:41][C:40]([C:43]([NH:57][CH2:56][CH2:55][C:53]4[N:52]=[CH:51][NH:50][CH:54]=4)=[O:45])=[CH:39][N:38]3[C:46]=2[CH2:47][OH:48])=[CH:31][CH:30]=1, predict the reactants needed to synthesize it. The reactants are: C(N(C(C)C)CC)(C)C.CCCP1(OP(CCC)(=O)OP(CCC)(=O)O1)=O.[Cl:28][C:29]1[CH:34]=[CH:33][C:32]([C:35]2[N:36]=[C:37]3[CH:42]=[CH:41][C:40]([C:43]([O-:45])=O)=[CH:39][N:38]3[C:46]=2[CH2:47][OH:48])=[CH:31][CH:30]=1.[Na+].[NH:50]1[CH:54]=[C:53]([CH2:55][CH2:56][NH2:57])[N:52]=[CH:51]1.